From a dataset of Peptide-MHC class II binding affinity with 134,281 pairs from IEDB. Regression. Given a peptide amino acid sequence and an MHC pseudo amino acid sequence, predict their binding affinity value. This is MHC class II binding data. (1) The peptide sequence is VGAITTIEDPVLAKK. The MHC is DRB1_1302 with pseudo-sequence DRB1_1302. The binding affinity (normalized) is 0.0129. (2) The peptide sequence is EEDIEIKPIQEEEY. The MHC is HLA-DQA10501-DQB10301 with pseudo-sequence HLA-DQA10501-DQB10301. The binding affinity (normalized) is 0.0203. (3) The peptide sequence is INEPTAAIIAYGLDR. The MHC is HLA-DQA10102-DQB10602 with pseudo-sequence HLA-DQA10102-DQB10602. The binding affinity (normalized) is 0.855. (4) The MHC is DRB1_0701 with pseudo-sequence DRB1_0701. The peptide sequence is TASDFWGGAGSAACQ. The binding affinity (normalized) is 0. (5) The peptide sequence is HGDGLGFLLDAAIRI. The MHC is DRB1_0301 with pseudo-sequence DRB1_0301. The binding affinity (normalized) is 0.479. (6) The peptide sequence is VDCRPFNGGESKLKA. The MHC is DRB5_0101 with pseudo-sequence DRB5_0101. The binding affinity (normalized) is 0.602. (7) The peptide sequence is MTEQQWNFAGIEAAA. The MHC is HLA-DPA10103-DPB10201 with pseudo-sequence HLA-DPA10103-DPB10201. The binding affinity (normalized) is 0.196. (8) The peptide sequence is GDGKISLSELTDALR. The MHC is HLA-DPA10103-DPB10201 with pseudo-sequence HLA-DPA10103-DPB10201. The binding affinity (normalized) is 0.374.